Dataset: Catalyst prediction with 721,799 reactions and 888 catalyst types from USPTO. Task: Predict which catalyst facilitates the given reaction. (1) Reactant: C([O:4][C@H:5]1[CH2:10][CH2:9][C@H:8]([C:11]([N:13]2[CH2:18][CH2:17][C@@H:16]([N:19]([C:21]([C:23]3[CH:28]=[CH:27][C:26]([Cl:29])=[CH:25][CH:24]=3)=[O:22])[CH3:20])[C@H:15]([C:30]3[CH:35]=[CH:34][C:33]([Cl:36])=[C:32]([Cl:37])[CH:31]=3)[CH2:14]2)=[O:12])[CH2:7][CH2:6]1)(=O)C.C(=O)([O-])[O-].[Na+].[Na+].O. Product: [Cl:29][C:26]1[CH:27]=[CH:28][C:23]([C:21]([N:19]([C@@H:16]2[CH2:17][CH2:18][N:13]([C:11]([CH:8]3[CH2:9][CH2:10][CH:5]([OH:4])[CH2:6][CH2:7]3)=[O:12])[CH2:14][C@H:15]2[C:30]2[CH:35]=[CH:34][C:33]([Cl:36])=[C:32]([Cl:37])[CH:31]=2)[CH3:20])=[O:22])=[CH:24][CH:25]=1. The catalyst class is: 5. (2) Reactant: C[O:2][C:3]([C:5]1[C:13]2[N:12]([CH2:14][C:15]3[CH:20]=[CH:19][C:18]([C:21]4[CH:25]=[C:24]([CH3:26])[S:23][C:22]=4[S:27](=[O:37])(=[O:36])[NH:28][C:29]4[O:33][N:32]=[C:31]([CH3:34])[C:30]=4[CH3:35])=[CH:17][CH:16]=3)[C:11]([O:38][CH2:39][CH3:40])=[N:10][C:9]=2[CH:8]=[CH:7][CH:6]=1)=[O:4].[OH-].[Li+]. Product: [CH3:34][C:31]1[C:30]([CH3:35])=[C:29]([NH:28][S:27]([C:22]2[S:23][C:24]([CH3:26])=[CH:25][C:21]=2[C:18]2[CH:17]=[CH:16][C:15]([CH2:14][N:12]3[C:13]4[C:5]([C:3]([OH:4])=[O:2])=[CH:6][CH:7]=[CH:8][C:9]=4[N:10]=[C:11]3[O:38][CH2:39][CH3:40])=[CH:20][CH:19]=2)(=[O:37])=[O:36])[O:33][N:32]=1. The catalyst class is: 5.